From a dataset of hERG potassium channel inhibition data for cardiac toxicity prediction from Karim et al.. Regression/Classification. Given a drug SMILES string, predict its toxicity properties. Task type varies by dataset: regression for continuous values (e.g., LD50, hERG inhibition percentage) or binary classification for toxic/non-toxic outcomes (e.g., AMES mutagenicity, cardiotoxicity, hepatotoxicity). Dataset: herg_karim. (1) The result is 0 (non-blocker). The molecule is N#Cc1cccc(C(=O)N2CCC(c3ccc(C(=O)NC(=N)N)cc3C(F)(F)F)CC2)c1. (2) The drug is N#Cc1ccc(Cn2cncc2C[N+](CCC[N+])C2CCN(Cc3cccc(Cl)c3)C2=O)cc1. The result is 1 (blocker). (3) The compound is CCC(=O)NC1CCc2ccc(CCN3CCN(c4nsc5ccccc45)CC3)cc21. The result is 1 (blocker). (4) The compound is Cn1c(SCCCN2CC[C@]3(C[C@@H]3c3ccc(C(F)(F)F)cc3)C2)nnc1-c1csnn1. The result is 0 (non-blocker). (5) The compound is CCCOc1sc(C(=O)N2CCC(c3cccc(CN)c3)CC2)c(C)c1Br. The result is 1 (blocker). (6) The compound is N[C@@H]1CCCN(c2c(C=C3SC(O)=NC3=O)cccc2-c2ccncc2)C1. The result is 0 (non-blocker). (7) The molecule is CC(C)(C)NC(=O)NCCN1CCCC(NC(=O)c2cc(Cl)cc(Cl)c2)C1. The result is 1 (blocker).